This data is from Full USPTO retrosynthesis dataset with 1.9M reactions from patents (1976-2016). The task is: Predict the reactants needed to synthesize the given product. (1) Given the product [CH3:21][N:22]([CH2:23][CH2:24][CH2:25][CH3:26])[C:8]1[CH:7]=[CH:6][C:5]([C:10]2[N:20]=[CH:19][CH:18]=[CH:17][C:11]=2[C:12]([O:14][CH2:15][CH3:16])=[O:13])=[CH:4][C:3]=1[C:1]#[N:2], predict the reactants needed to synthesize it. The reactants are: [C:1]([C:3]1[CH:4]=[C:5]([C:10]2[N:20]=[CH:19][CH:18]=[CH:17][C:11]=2[C:12]([O:14][CH2:15][CH3:16])=[O:13])[CH:6]=[CH:7][C:8]=1F)#[N:2].[CH3:21][NH:22][CH2:23][CH2:24][CH2:25][CH3:26]. (2) Given the product [F:33][C:2]([F:1])([F:32])[CH2:3][S:4]([NH:7][C:8]([C:11]1[CH:16]=[CH:15][CH:14]=[C:13]([C:17]2[N:21]([CH3:22])[N:20]=[C:19]([CH2:23][N:24]([CH2:34][CH3:35])[C:25]3[CH:26]=[CH:27][C:28]([F:31])=[CH:29][CH:30]=3)[CH:18]=2)[CH:12]=1)([CH3:9])[CH3:10])(=[O:6])=[O:5], predict the reactants needed to synthesize it. The reactants are: [F:1][C:2]([F:33])([F:32])[CH2:3][S:4]([NH:7][C:8]([C:11]1[CH:16]=[CH:15][CH:14]=[C:13]([C:17]2[N:21]([CH3:22])[N:20]=[C:19]([CH2:23][NH:24][C:25]3[CH:30]=[CH:29][C:28]([F:31])=[CH:27][CH:26]=3)[CH:18]=2)[CH:12]=1)([CH3:10])[CH3:9])(=[O:6])=[O:5].[CH:34](=O)[CH3:35]. (3) Given the product [NH2:19][C:12]1[C:13]2[C:18](=[CH:17][CH:16]=[CH:15][CH:14]=2)[C:9]([O:8][C:6]2[CH:5]=[CH:4][N:3]=[C:2]([NH:20][C:21]3[CH:22]=[C:23]([CH:35]=[C:36]([O:38][CH3:39])[CH:37]=3)[C:24]([NH:26][CH2:27][CH2:28][N:29]3[CH2:34][CH2:33][O:32][CH2:31][CH2:30]3)=[O:25])[CH:7]=2)=[CH:10][CH:11]=1, predict the reactants needed to synthesize it. The reactants are: Cl[C:2]1[CH:7]=[C:6]([O:8][C:9]2[C:18]3[C:13](=[CH:14][CH:15]=[CH:16][CH:17]=3)[C:12]([NH2:19])=[CH:11][CH:10]=2)[CH:5]=[CH:4][N:3]=1.[NH2:20][C:21]1[CH:22]=[C:23]([CH:35]=[C:36]([O:38][CH3:39])[CH:37]=1)[C:24]([NH:26][CH2:27][CH2:28][N:29]1[CH2:34][CH2:33][O:32][CH2:31][CH2:30]1)=[O:25].Cl.O1CCOCC1. (4) Given the product [CH3:1][S:2]([C:5]1[CH:10]=[CH:9][C:8]([C:11]2[C:12]3[N:13]([N:17]=[C:18]([NH:20][C:21]4[CH:22]=[C:23]([N:27]5[CH2:32][CH2:31][N:30]([CH2:34][C:35]([NH2:37])=[O:36])[CH2:29][CH2:28]5)[CH:24]=[CH:25][CH:26]=4)[N:19]=3)[CH:14]=[CH:15][CH:16]=2)=[CH:7][CH:6]=1)(=[O:3])=[O:4], predict the reactants needed to synthesize it. The reactants are: [CH3:1][S:2]([C:5]1[CH:10]=[CH:9][C:8]([C:11]2[C:12]3[N:13]([N:17]=[C:18]([NH:20][C:21]4[CH:26]=[CH:25][CH:24]=[C:23]([N:27]5[CH2:32][CH2:31][NH:30][CH2:29][CH2:28]5)[CH:22]=4)[N:19]=3)[CH:14]=[CH:15][CH:16]=2)=[CH:7][CH:6]=1)(=[O:4])=[O:3].Cl[CH2:34][C:35]([NH2:37])=[O:36].[I-].[Na+]. (5) The reactants are: [Cl:1][C:2]1[CH:3]=[C:4]([C:9]2([C:32]([F:35])([F:34])[F:33])[O:13][N:12]=[C:11]([C:14]3[S:18][C:17]([C:19]([NH:21][C@@H:22]4[CH2:26][CH2:25][NH:24][C:23]4=[O:27])=[O:20])=[C:16]4[CH2:28][CH2:29][CH2:30][CH2:31][C:15]=34)[CH2:10]2)[CH:5]=[C:6]([Cl:8])[CH:7]=1.C(=O)=O.CO. Given the product [Cl:8][C:6]1[CH:5]=[C:4]([C@@:9]2([C:32]([F:34])([F:33])[F:35])[O:13][N:12]=[C:11]([C:14]3[S:18][C:17]([C:19]([NH:21][C@@H:22]4[CH2:26][CH2:25][NH:24][C:23]4=[O:27])=[O:20])=[C:16]4[CH2:28][CH2:29][CH2:30][CH2:31][C:15]=34)[CH2:10]2)[CH:3]=[C:2]([Cl:1])[CH:7]=1, predict the reactants needed to synthesize it. (6) Given the product [CH:1]([NH:3][CH2:4][CH2:5][CH2:6][C:7]1[CH:8]=[CH:9][C:10]([CH2:13][CH2:14][CH2:15][NH:16][CH:17]=[O:18])=[N:11][CH:12]=1)=[O:2], predict the reactants needed to synthesize it. The reactants are: [CH:1]([NH:3][CH2:4][C:5]#[C:6][C:7]1[CH:8]=[CH:9][C:10]([C:13]#[C:14][CH2:15][NH:16][CH:17]=[O:18])=[N:11][CH:12]=1)=[O:2].